Dataset: Reaction yield outcomes from USPTO patents with 853,638 reactions. Task: Predict the reaction yield, written as a fraction of the theoretical maximum amount of product (1.0 means a 100% yield; for example, 0.34 means a 34% yield). (1) The catalyst is ClCCl. The product is [CH2:34]([S:37]([O:1][C:2]1[N:6]([CH:7]([CH3:8])[CH3:9])[N:5]=[CH:4][C:3]=1[C:10]([C:12]1[C:13](=[O:26])[N:14]([C:20]2[CH:21]=[CH:22][CH:23]=[CH:24][CH:25]=2)[C:15](=[O:19])[N:16]([CH3:18])[N:17]=1)=[O:11])(=[O:39])=[O:38])[CH2:35][CH3:36]. The yield is 0.630. The reactants are [OH:1][C:2]1[N:6]([CH:7]([CH3:9])[CH3:8])[N:5]=[CH:4][C:3]=1[C:10]([C:12]1[C:13](=[O:26])[N:14]([C:20]2[CH:25]=[CH:24][CH:23]=[CH:22][CH:21]=2)[C:15](=[O:19])[N:16]([CH3:18])[N:17]=1)=[O:11].C(N(CC)CC)C.[CH2:34]([S:37](Cl)(=[O:39])=[O:38])[CH2:35][CH3:36]. (2) The product is [CH2:28]([C:4]1[CH:3]=[C:2]([C:32]#[C:33][CH3:34])[CH:7]=[C:6]([CH3:8])[C:5]=1[C:9]1[C:10](=[O:27])[CH:11]([CH2:16][CH2:17][NH:18][C:19]([C:21]2[CH:26]=[CH:25][CH:24]=[CH:23][N:22]=2)=[O:20])[CH2:12][C:13]=1[O:14][CH3:15])[CH3:29]. The yield is 0.630. The catalyst is CCOC(C)=O.[Cu]I. The reactants are Br[C:2]1[CH:7]=[C:6]([CH3:8])[C:5]([C:9]2[C:10](=[O:27])[CH:11]([CH2:16][CH2:17][NH:18][C:19]([C:21]3[CH:26]=[CH:25][CH:24]=[CH:23][N:22]=3)=[O:20])[CH2:12][C:13]=2[O:14][CH3:15])=[C:4]([CH2:28][CH3:29])[CH:3]=1.[F-].[Cs+].[CH2:32]([Sn](CCCC)(CCCC)C#CC)[CH2:33][CH2:34]C. (3) The catalyst is C(#N)C. The yield is 0.733. The product is [ClH:18].[CH3:1][O:2][C:3]1[CH:15]=[C:14]([O:16][CH3:17])[CH:13]=[CH:12][C:4]=1[CH:5]=[C:6]1[CH2:10][CH2:9][CH:8]([CH2:19][N:20]([CH3:22])[CH3:21])[C:7]1=[O:11]. The reactants are [CH3:1][O:2][C:3]1[CH:15]=[C:14]([O:16][CH3:17])[CH:13]=[CH:12][C:4]=1[CH:5]=[C:6]1[CH2:10][CH2:9][CH2:8][C:7]1=[O:11].[Cl-:18].[CH3:19][N+:20](=[CH2:22])[CH3:21]. (4) The catalyst is C(#N)C.C(OCC)(=O)C. The reactants are [N:1]([CH2:4][CH2:5][C:6]1[CH:11]=[CH:10][C:9]([C:12]2[N:16]=[CH:15][N:14]([C:17]3[CH:22]=[CH:21][C:20]([O:23][C:24]([F:27])([F:26])[F:25])=[CH:19][CH:18]=3)[N:13]=2)=[CH:8][CH:7]=1)=[C:2]=[O:3].[CH:28]([C:31]1[CH:36]=[CH:35][C:34]([CH3:37])=[CH:33][C:32]=1[NH:38][C:39]([NH2:41])=[S:40])([CH3:30])[CH3:29].C(=O)([O-])[O-].[Cs+].[Cs+].[C:48](Cl)(=[O:51])[CH:49]=[CH2:50]. The product is [CH:28]([C:31]1[CH:36]=[CH:35][C:34]([CH3:37])=[CH:33][C:32]=1[N:38]1[C:48](=[O:51])[CH2:49][CH2:50][S:40]/[C:39]/1=[N:41]\[C:2]([NH:1][CH2:4][CH2:5][C:6]1[CH:11]=[CH:10][C:9]([C:12]2[N:16]=[CH:15][N:14]([C:17]3[CH:22]=[CH:21][C:20]([O:23][C:24]([F:26])([F:25])[F:27])=[CH:19][CH:18]=3)[N:13]=2)=[CH:8][CH:7]=1)=[O:3])([CH3:30])[CH3:29]. The yield is 0.440. (5) The reactants are [NH2:1][CH2:2][C:3]1[CH:8]=[CH:7][C:6]([F:9])=[CH:5][N:4]=1.[Cl:10][C:11]1[CH:27]=[CH:26][C:14]2[CH2:15][CH2:16][N:17]([C:20](=[O:25])[C:21]([F:24])([F:23])[F:22])[CH2:18][CH2:19][C:13]=2[C:12]=1OS(C(F)(F)F)(=O)=O. The catalyst is C1(C)C=CC=CC=1. The product is [Cl:10][C:11]1[CH:27]=[CH:26][C:14]2[CH2:15][CH2:16][N:17]([C:20](=[O:25])[C:21]([F:22])([F:24])[F:23])[CH2:18][CH2:19][C:13]=2[C:12]=1[NH:1][CH2:2][C:3]1[CH:8]=[CH:7][C:6]([F:9])=[CH:5][N:4]=1. The yield is 0.640. (6) The reactants are Br[C:2]1[C:22]([F:23])=[CH:21][C:5]2[O:6][C:7]([C:15]3[CH:20]=[CH:19][CH:18]=[CH:17][CH:16]=3)([C:9]3[CH:14]=[CH:13][CH:12]=[CH:11][CH:10]=3)[O:8][C:4]=2[CH:3]=1.C([Li])CCC.[N:29]1([C:35](Cl)=[O:36])[CH2:34][CH2:33][O:32][CH2:31][CH2:30]1.C(=O)(O)[O-].[Na+]. The catalyst is C(OCC)C. The product is [F:23][C:22]1[C:2]([C:35]([N:29]2[CH2:34][CH2:33][O:32][CH2:31][CH2:30]2)=[O:36])=[CH:3][C:4]2[O:8][C:7]([C:15]3[CH:20]=[CH:19][CH:18]=[CH:17][CH:16]=3)([C:9]3[CH:14]=[CH:13][CH:12]=[CH:11][CH:10]=3)[O:6][C:5]=2[CH:21]=1. The yield is 0.680. (7) The reactants are [NH2:1][C:2]1[N:7]=[C:6]([Cl:8])[CH:5]=[C:4](Cl)[N:3]=1.B([O-])[O-].[C:13]([O:17][C:18]([NH:20][C@@H:21]([CH2:25][C:26]1[CH:31]=[CH:30][C:29](B2OC(C)(C)C(C)(C)O2)=[CH:28][CH:27]=1)[C:22]([OH:24])=[O:23])=[O:19])([CH3:16])([CH3:15])[CH3:14].C(=O)([O-])[O-].[K+].[K+]. The catalyst is O.Cl[Pd](Cl)([P](C1C=CC=CC=1)(C1C=CC=CC=1)C1C=CC=CC=1)[P](C1C=CC=CC=1)(C1C=CC=CC=1)C1C=CC=CC=1.C(O)C.O. The product is [NH2:1][C:2]1[N:3]=[C:4]([C:29]2[CH:28]=[CH:27][C:26]([CH2:25][C@H:21]([NH:20][C:18]([O:17][C:13]([CH3:16])([CH3:15])[CH3:14])=[O:19])[C:22]([OH:24])=[O:23])=[CH:31][CH:30]=2)[CH:5]=[C:6]([Cl:8])[N:7]=1. The yield is 0.790.